Task: Predict which catalyst facilitates the given reaction.. Dataset: Catalyst prediction with 721,799 reactions and 888 catalyst types from USPTO (1) Reactant: C[O:2][C:3](=[O:29])[CH2:4][CH2:5][CH2:6][CH2:7][NH:8][C:9](=[O:28])[C:10]1[CH:15]=[CH:14][CH:13]=[C:12]([CH:16]=[C:17]2[C:25]3[C:20](=[CH:21][CH:22]=[C:23]([F:26])[CH:24]=3)[NH:19][C:18]2=[O:27])[CH:11]=1.CO.[Li+].[OH-].Cl. Product: [F:26][C:23]1[CH:24]=[C:25]2[C:20](=[CH:21][CH:22]=1)[NH:19][C:18](=[O:27])[C:17]2=[CH:16][C:12]1[CH:11]=[C:10]([CH:15]=[CH:14][CH:13]=1)[C:9]([NH:8][CH2:7][CH2:6][CH2:5][CH2:4][C:3]([OH:29])=[O:2])=[O:28]. The catalyst class is: 6. (2) Reactant: [N:1]1[CH:6]=[CH:5][CH:4]=[C:3]([NH2:7])[CH:2]=1.CCOCC.[C:13](Cl)(=[O:18])[C:14]([CH3:17])([CH3:16])[CH3:15].CCN(CC)CC. Product: [CH3:15][C:14]([CH3:17])([CH3:16])[C:13]([NH:7][C:3]1[CH:2]=[N:1][CH:6]=[CH:5][CH:4]=1)=[O:18]. The catalyst class is: 1. (3) Reactant: [NH2:1][C:2]1[N:7]=[C:6](OS(C(F)(F)F)(=O)=O)[C:5]([N+:16]([O-:18])=[O:17])=[C:4]([C:19]2[O:20][CH:21]=[CH:22][CH:23]=2)[N:3]=1.[CH3:24][S-:25].[Na+]. Product: [O:20]1[CH:21]=[CH:22][CH:23]=[C:19]1[C:4]1[C:5]([N+:16]([O-:18])=[O:17])=[C:6]([S:25][CH3:24])[N:7]=[C:2]([NH2:1])[N:3]=1. The catalyst class is: 12. (4) Reactant: [F:1][C:2]([F:7])([F:6])[C:3]([OH:5])=[O:4].[F:8][C:9]([F:14])([F:13])[C:10]([OH:12])=[O:11].[NH:15]1[CH2:18][CH:17]([N:19]2[CH:23]=[CH:22][C:21]([C:24]3[N:36]([CH2:37][C:38]4[CH:43]=[CH:42][CH:41]=[C:40]([Cl:44])[CH:39]=4)[C:27]4[CH:28]=[CH:29][C:30]5[N:31]([C:32]([CH3:35])=[N:33][N:34]=5)[C:26]=4[CH:25]=3)=[N:20]2)[CH2:16]1.[CH2:45](N(CC)CC)[CH3:46].C(=O)C.C(O[BH-](OC(=O)C)OC(=O)C)(=O)C.[Na+]. Product: [F:1][C:2]([F:7])([F:6])[C:3]([OH:5])=[O:4].[F:8][C:9]([F:14])([F:13])[C:10]([OH:12])=[O:11].[Cl:44][C:40]1[CH:39]=[C:38]([CH:43]=[CH:42][CH:41]=1)[CH2:37][N:36]1[C:27]2[CH:28]=[CH:29][C:30]3[N:31]([C:32]([CH3:35])=[N:33][N:34]=3)[C:26]=2[CH:25]=[C:24]1[C:21]1[CH:22]=[CH:23][N:19]([CH:17]2[CH2:16][N:15]([CH2:45][CH3:46])[CH2:18]2)[N:20]=1. The catalyst class is: 5. (5) Reactant: Br[CH2:2][C:3](=O)[C:4]([C:6]1[CH:11]=[CH:10][CH:9]=[CH:8][CH:7]=1)=[O:5].[NH2:13][C:14]1[CH:19]=[CH:18][C:17]([B:20]2[O:24][C:23]([CH3:26])([CH3:25])[C:22]([CH3:28])([CH3:27])[O:21]2)=[CH:16][N:15]=1. Product: [C:6]1([C:4]([C:3]2[N:13]=[C:14]3[CH:19]=[CH:18][C:17]([B:20]4[O:24][C:23]([CH3:26])([CH3:25])[C:22]([CH3:28])([CH3:27])[O:21]4)=[CH:16][N:15]3[CH:2]=2)=[O:5])[CH:11]=[CH:10][CH:9]=[CH:8][CH:7]=1. The catalyst class is: 7. (6) Reactant: [CH3:1][C:2]1([CH3:18])[CH2:11][CH2:10][C:9]2[C:8](=[O:12])[C:7](=O)[C:6]3[CH:14]=[CH:15][CH:16]=[CH:17][C:5]=3[C:4]=2[O:3]1.[NH2:19][C:20]1[CH:48]=[CH:47][C:23]([C:24]([O:26][CH2:27][CH2:28][NH:29][C:30]([O:32][CH2:33][CH:34]2[C:46]3[CH:45]=[CH:44][CH:43]=[CH:42][C:41]=3[C:40]3[C:35]2=[CH:36][CH:37]=[CH:38][CH:39]=3)=[O:31])=[O:25])=[CH:22][CH:21]=1.C(N(CC)CC)C. Product: [CH3:1][C:2]1([CH3:18])[CH2:11][CH2:10][C:9]2[C:8](=[O:12])/[C:7](=[N:19]\[C:20]3[CH:21]=[CH:22][C:23]([C:24]([O:26][CH2:27][CH2:28][NH:29][C:30]([O:32][CH2:33][CH:34]4[C:46]5[CH:45]=[CH:44][CH:43]=[CH:42][C:41]=5[C:40]5[C:35]4=[CH:36][CH:37]=[CH:38][CH:39]=5)=[O:31])=[O:25])=[CH:47][CH:48]=3)/[C:6]3[CH:14]=[CH:15][CH:16]=[CH:17][C:5]=3[C:4]=2[O:3]1. The catalyst class is: 388. (7) Reactant: CC(C)([O-])C.[K+].[Cl:7][C:8]1[C:13]([Cl:14])=[CH:12][CH:11]=[CH:10][C:9]=1[OH:15].[CH2:16]([O:18][C:19](=[O:24])[CH:20]=[C:21](Cl)[CH3:22])[CH3:17]. Product: [CH2:16]([O:18][C:19](=[O:24])[CH:20]=[C:21]([O:15][C:9]1[CH:10]=[CH:11][CH:12]=[C:13]([Cl:14])[C:8]=1[Cl:7])[CH3:22])[CH3:17]. The catalyst class is: 7. (8) Reactant: C[O:2][C:3]1[CH:12]=[C:11]2[C:6]([C:7](=[O:25])[C:8]([C:15]3[CH:24]=[CH:23][C:18]([C:19]([O:21]C)=[O:20])=[CH:17][CH:16]=3)=[C:9]([S:13][CH3:14])[O:10]2)=[CH:5][CH:4]=1.B(Br)(Br)Br. Product: [OH:2][C:3]1[CH:12]=[C:11]2[C:6]([C:7](=[O:25])[C:8]([C:15]3[CH:24]=[CH:23][C:18]([C:19]([OH:21])=[O:20])=[CH:17][CH:16]=3)=[C:9]([S:13][CH3:14])[O:10]2)=[CH:5][CH:4]=1. The catalyst class is: 4.